Task: Predict the product of the given reaction.. Dataset: Forward reaction prediction with 1.9M reactions from USPTO patents (1976-2016) (1) Given the reactants [F:1][C:2]([F:19])([F:18])[C:3]1[CH:4]=[CH:5][C:6]([N:9]2[CH2:14][CH2:13][CH:12]([C:15]([OH:17])=O)[CH2:11][CH2:10]2)=[N:7][CH:8]=1.[C:20]([C:24]1[N:29]=[C:28]([N:30]2[CH2:35][CH2:34][N:33]([CH2:36][CH2:37][CH2:38][CH2:39][NH2:40])[CH2:32][CH2:31]2)[CH:27]=[C:26]([C:41]([F:44])([F:43])[F:42])[N:25]=1)([CH3:23])([CH3:22])[CH3:21], predict the reaction product. The product is: [C:20]([C:24]1[N:29]=[C:28]([N:30]2[CH2:35][CH2:34][N:33]([CH2:36][CH2:37][CH2:38][CH2:39][NH:40][C:15]([CH:12]3[CH2:11][CH2:10][N:9]([C:6]4[CH:5]=[CH:4][C:3]([C:2]([F:1])([F:19])[F:18])=[CH:8][N:7]=4)[CH2:14][CH2:13]3)=[O:17])[CH2:32][CH2:31]2)[CH:27]=[C:26]([C:41]([F:43])([F:44])[F:42])[N:25]=1)([CH3:23])([CH3:21])[CH3:22]. (2) Given the reactants [H-].[Na+].[F:3][C:4]1([F:11])[CH2:9][CH2:8][CH:7]([OH:10])[CH2:6][CH2:5]1.C(S[C:16]1[N:17]([C:28]2[CH:33]=[CH:32][C:31]([O:34][CH2:35][C:36]([F:39])([F:38])[F:37])=[CH:30][CH:29]=2)[C:18](=[O:27])[C:19]2[CH:25]=[CH:24][C:23](=[O:26])[NH:22][C:20]=2[N:21]=1)CC.O, predict the reaction product. The product is: [F:3][C:4]1([F:11])[CH2:9][CH2:8][CH:7]([O:10][C:16]2[N:17]([C:28]3[CH:29]=[CH:30][C:31]([O:34][CH2:35][C:36]([F:39])([F:38])[F:37])=[CH:32][CH:33]=3)[C:18](=[O:27])[C:19]3[CH:25]=[CH:24][C:23](=[O:26])[NH:22][C:20]=3[N:21]=2)[CH2:6][CH2:5]1. (3) The product is: [CH:1]1([CH2:6][C@H:7]([N:11]2[CH2:19][C:18]3[C:13](=[CH:14][CH:15]=[CH:16][CH:17]=3)[C:12]2=[O:20])[C:8]([NH:21][C:22]2[CH:26]=[CH:25][N:24]([CH2:27][CH2:28][CH2:29][OH:30])[N:23]=2)=[O:10])[CH2:2][CH2:3][CH2:4][CH2:5]1. Given the reactants [CH:1]1([CH2:6][C@H:7]([N:11]2[CH2:19][C:18]3[C:13](=[CH:14][CH:15]=[CH:16][CH:17]=3)[C:12]2=[O:20])[C:8]([OH:10])=O)[CH2:5][CH2:4][CH2:3][CH2:2]1.[NH2:21][C:22]1[CH:26]=[CH:25][N:24]([CH2:27][CH2:28][CH2:29][OH:30])[N:23]=1.F[P-](F)(F)(F)(F)F.N1(O[P+](N(C)C)(N(C)C)N(C)C)C2C=CC=CC=2N=N1.C(N(CC)C(C)C)(C)C, predict the reaction product. (4) Given the reactants [O:1]=[CH:2][C@@H:3]([C@H:5]([C@@H:7]([C@@H:9]([CH2:11][OH:12])[OH:10])[OH:8])[OH:6])[OH:4].[CH3:13]O, predict the reaction product. The product is: [CH3:13][O:1][CH:2]1[O:10][CH:9]([CH2:11][OH:12])[C@@H:7]([OH:8])[CH:5]([OH:6])[C@H:3]1[OH:4]. (5) The product is: [N+:18]([C:14]1[CH:15]=[CH:16][CH:17]=[C:10]([O:6][CH:3]([CH2:4][CH3:5])[CH2:2][CH3:1])[C:11]=1[C:12]#[N:13])([O-:20])=[O:19]. Given the reactants [CH3:1][CH2:2][CH:3]([OH:6])[CH2:4][CH3:5].[N+]([C:10]1[CH:17]=[CH:16][CH:15]=[C:14]([N+:18]([O-:20])=[O:19])[C:11]=1[C:12]#[N:13])([O-])=O, predict the reaction product. (6) The product is: [ClH:43].[O:1]1[C:10]2[CH:9]=[C:8]([CH2:11][NH:12][CH:20]3[CH2:25][CH2:24][N:23]([CH2:26][CH2:27][N:28]4[C:37]5[C:32](=[N:33][CH:34]=[C:35]([C:38]([F:41])([F:39])[F:40])[CH:36]=5)[CH:31]=[CH:30][C:29]4=[O:42])[CH2:22][CH2:21]3)[N:7]=[CH:6][C:5]=2[O:4][CH2:3][CH2:2]1. Given the reactants [O:1]1[C:10]2[CH:9]=[C:8]([CH2:11][N:12]([CH:20]3[CH2:25][CH2:24][N:23]([CH2:26][CH2:27][N:28]4[C:37]5[C:32](=[N:33][CH:34]=[C:35]([C:38]([F:41])([F:40])[F:39])[CH:36]=5)[CH:31]=[CH:30][C:29]4=[O:42])[CH2:22][CH2:21]3)C(=O)OC(C)(C)C)[N:7]=[CH:6][C:5]=2[O:4][CH2:3][CH2:2]1.[ClH:43], predict the reaction product.